Dataset: Full USPTO retrosynthesis dataset with 1.9M reactions from patents (1976-2016). Task: Predict the reactants needed to synthesize the given product. Given the product [F:1][C:2]1[CH:7]=[CH:6][C:5]([F:8])=[CH:4][C:3]=1[CH:9]([S:20]([C:23]1[CH:28]=[CH:27][C:26]([F:29])=[C:25]([CH3:30])[CH:24]=1)(=[O:21])=[O:22])[C:10]1[C:11]([CH3:19])=[CH:12][C:13]([C:16]([NH:31][CH2:32][CH2:33][OH:34])=[O:18])=[N:14][CH:15]=1, predict the reactants needed to synthesize it. The reactants are: [F:1][C:2]1[CH:7]=[CH:6][C:5]([F:8])=[CH:4][C:3]=1[CH:9]([S:20]([C:23]1[CH:28]=[CH:27][C:26]([F:29])=[C:25]([CH3:30])[CH:24]=1)(=[O:22])=[O:21])[C:10]1[C:11]([CH3:19])=[CH:12][C:13]([C:16]([OH:18])=O)=[N:14][CH:15]=1.[NH2:31][CH2:32][CH2:33][OH:34].Cl.C(N=C=NCCCN(C)C)C.ON1C2C=CC=CC=2N=N1.C(N(CC)CC)C.